This data is from Forward reaction prediction with 1.9M reactions from USPTO patents (1976-2016). The task is: Predict the product of the given reaction. (1) The product is: [O-2:3].[O-2:8].[O-2:12].[Al+3:5].[Al+3:5].[OH-:17].[Al+3:5].[OH-:18].[OH-:3]. Given the reactants CC(C)[O-:3].[Al+3:5].CC(C)[O-:8].CC(C)[O-:12].CC([OH:17])C.[OH2:18], predict the reaction product. (2) Given the reactants Br[C:2]1[CH:3]=[C:4]([N:8]2[C:16]3[CH:15]=[CH:14][C:13]([CH3:17])=[CH:12][C:11]=3[C:10]3[CH2:18][N:19]([CH3:22])[CH2:20][CH2:21][C:9]2=3)[CH:5]=[CH:6][CH:7]=1.[CH3:23][N:24]1[CH:28]=[CH:27][CH:26]=[C:25]1B1OC(C)(C)C(C)(C)O1.C([O-])([O-])=O.[K+].[K+].O, predict the reaction product. The product is: [CH3:22][N:19]1[CH2:20][CH2:21][C:9]2[N:8]([C:4]3[CH:5]=[CH:6][CH:7]=[C:2]([C:25]4[N:24]([CH3:23])[CH:28]=[CH:27][CH:26]=4)[CH:3]=3)[C:16]3[CH:15]=[CH:14][C:13]([CH3:17])=[CH:12][C:11]=3[C:10]=2[CH2:18]1. (3) Given the reactants [CH2:1]([Li])CCC.[F:6][C:7]1[CH:14]=[CH:13][C:10]([CH:11]=O)=[CH:9][C:8]=1[O:15][CH3:16], predict the reaction product. The product is: [F:6][C:7]1[CH:14]=[CH:13][C:10]([CH:11]=[CH2:1])=[CH:9][C:8]=1[O:15][CH3:16]. (4) Given the reactants [S:1]1[CH:5]=[CH:4][N:3]=[C:2]1[CH:6]=O.[NH2:8][C:9]1[CH:14]=[CH:13][C:12]([NH:15][C:16]([C:18]2[C:19]([C:24]3[CH:29]=[CH:28][C:27]([C:30]([F:33])([F:32])[F:31])=[CH:26][CH:25]=3)=[CH:20][CH:21]=[CH:22][CH:23]=2)=[O:17])=[CH:11][CH:10]=1.S([O-])([O-])(=O)=O.[Mg+2], predict the reaction product. The product is: [S:1]1[CH:5]=[CH:4][N:3]=[C:2]1[CH:6]=[N:8][C:9]1[CH:14]=[CH:13][C:12]([NH:15][C:16]([C:18]2[C:19]([C:24]3[CH:29]=[CH:28][C:27]([C:30]([F:31])([F:32])[F:33])=[CH:26][CH:25]=3)=[CH:20][CH:21]=[CH:22][CH:23]=2)=[O:17])=[CH:11][CH:10]=1. (5) Given the reactants [CH3:1][O:2][C:3](=[O:14])[C:4]1[CH:9]=[C:8]([NH2:10])[C:7]([N+:11]([O-])=O)=[CH:6][N:5]=1, predict the reaction product. The product is: [NH2:10][C:8]1[C:7]([NH2:11])=[CH:6][N:5]=[C:4]([C:3]([O:2][CH3:1])=[O:14])[CH:9]=1. (6) Given the reactants [CH2:1]([O:8][C:9]1[C:10]([C:36](O)=[O:37])=[N:11][C:12]([CH2:16][C:17]2([C:22]3[CH:27]=[C:26]([C:28]([F:31])([F:30])[F:29])[CH:25]=[C:24]([C:32]([F:35])([F:34])[F:33])[CH:23]=3)[CH2:21][CH2:20][CH2:19][CH2:18]2)=[N:13][C:14]=1[OH:15])[C:2]1[CH:7]=[CH:6][CH:5]=[CH:4][CH:3]=1.[Si:39]([O:46][CH2:47][CH2:48][NH:49][CH:50]([CH3:52])[CH3:51])([C:42]([CH3:45])([CH3:44])[CH3:43])([CH3:41])[CH3:40].[Si](OCCN(C(C)C)C(C1C(OCC2C=CC=CC=2)=C(O)N=C(CC2(C3C=CC(C(F)(F)F)=CC=3)CCCC2)N=1)=O)(C(C)(C)C)(C)C, predict the reaction product. The product is: [CH2:1]([O:8][C:9]1[C:10]([C:36]([N:49]([CH2:48][CH2:47][O:46][Si:39]([C:42]([CH3:44])([CH3:43])[CH3:45])([CH3:40])[CH3:41])[CH:50]([CH3:51])[CH3:52])=[O:37])=[N:11][C:12]([CH2:16][C:17]2([C:22]3[CH:23]=[C:24]([C:32]([F:34])([F:33])[F:35])[CH:25]=[C:26]([C:28]([F:29])([F:31])[F:30])[CH:27]=3)[CH2:21][CH2:20][CH2:19][CH2:18]2)=[N:13][C:14]=1[OH:15])[C:2]1[CH:3]=[CH:4][CH:5]=[CH:6][CH:7]=1. (7) Given the reactants C([O:5][C:6](=[O:44])[CH2:7][CH2:8][N:9](C(OC(C)(C)C)=O)[CH2:10][C:11]([N:13]1[C:21]2[C:16](=[CH:17][C:18]([O:22][CH2:23][C:24]3[CH:29]=[CH:28][C:27]([CH2:30][CH2:31][CH3:32])=[C:26]([C:33]([F:36])([F:35])[F:34])[CH:25]=3)=[CH:19][CH:20]=2)[CH2:15][CH2:14]1)=[O:12])(C)(C)C.[C:45]([OH:51])([C:47]([F:50])([F:49])[F:48])=[O:46], predict the reaction product. The product is: [OH:51][C:45]([C:47]([F:50])([F:49])[F:48])=[O:46].[CH2:30]([C:27]1[CH:28]=[CH:29][C:24]([CH2:23][O:22][C:18]2[CH:17]=[C:16]3[C:21](=[CH:20][CH:19]=2)[N:13]([C:11](=[O:12])[CH2:10][NH:9][CH2:8][CH2:7][C:6]([OH:44])=[O:5])[CH2:14][CH2:15]3)=[CH:25][C:26]=1[C:33]([F:36])([F:34])[F:35])[CH2:31][CH3:32]. (8) Given the reactants C1([C:7]2O[N:10]=[C:9]([NH2:12])[N:8]=2)C=CC=CC=1.[Cl:13][C:14]1[CH:20]=[CH:19][CH:18]=[CH:17][C:15]=1[NH2:16], predict the reaction product. The product is: [Cl:13][C:14]1[CH:20]=[CH:19][CH:18]=[CH:17][C:15]=1[N:16]1[CH:7]=[N:8][C:9]([NH2:12])=[N:10]1.